Dataset: Forward reaction prediction with 1.9M reactions from USPTO patents (1976-2016). Task: Predict the product of the given reaction. (1) Given the reactants [C:1]([O:5][C:6]([N:8]1[CH2:15][C:14]2[C:10](=[N:11][N:12]([CH2:19][O:20][CH2:21][CH2:22][Si:23]([CH3:26])([CH3:25])[CH3:24])[C:13]=2[C:16](O)=[O:17])[CH2:9]1)=[O:7])([CH3:4])([CH3:3])[CH3:2].CC[N:29](C(C)C)C(C)C.[Cl-].[NH4+].CN(C(ON1N=NC2C=CC=NC1=2)=[N+](C)C)C.F[P-](F)(F)(F)(F)F, predict the reaction product. The product is: [C:16]([C:13]1[N:12]([CH2:19][O:20][CH2:21][CH2:22][Si:23]([CH3:26])([CH3:24])[CH3:25])[N:11]=[C:10]2[CH2:9][N:8]([C:6]([O:5][C:1]([CH3:4])([CH3:3])[CH3:2])=[O:7])[CH2:15][C:14]=12)(=[O:17])[NH2:29]. (2) Given the reactants FC(F)(F)C(O)=O.[F:8][C:9]1[CH:14]=[C:13]([N:15]2[CH:19]=[N:18][N:17]=[N:16]2)[CH:12]=[CH:11][C:10]=1[C:20]1[CH:21]=[CH:22][C:23]2[O:27][C:26]([CH:28]3[CH2:33][CH2:32][NH:31][CH2:30][CH2:29]3)=[N:25][C:24]=2[CH:34]=1.C([O-])([O-])=O.[K+].[K+].CS(O[CH2:46][CH2:47][O:48][CH3:49])(=O)=O.CCOC(C)=O.O, predict the reaction product. The product is: [F:8][C:9]1[CH:14]=[C:13]([N:15]2[CH:19]=[N:18][N:17]=[N:16]2)[CH:12]=[CH:11][C:10]=1[C:20]1[CH:21]=[CH:22][C:23]2[O:27][C:26]([CH:28]3[CH2:29][CH2:30][N:31]([CH2:46][CH2:47][O:48][CH3:49])[CH2:32][CH2:33]3)=[N:25][C:24]=2[CH:34]=1. (3) Given the reactants F[C:2]1[CH:7]=[CH:6][CH:5]=[CH:4][C:3]=1[N+:8]([O-:10])=[O:9].[O:11]1[CH2:16][CH2:15][N:14]([CH:17](O)[CH3:18])[CH2:13][CH2:12]1.C(=O)([O-])[O-:21].[Cs+].[Cs+], predict the reaction product. The product is: [N+:8]([C:3]1[CH:4]=[CH:5][CH:6]=[CH:7][C:2]=1[O:21][CH2:18][CH2:17][N:14]1[CH2:15][CH2:16][O:11][CH2:12][CH2:13]1)([O-:10])=[O:9]. (4) The product is: [C:1]([C:5]1[N:10]=[CH:9][C:8]([C:11]2[N:12]([C:32]([N:50]3[CH2:51][CH2:52][N:47]([CH:44]4[CH2:43][CH2:42][S:41](=[O:53])(=[O:40])[CH2:46][CH2:45]4)[CH2:48][CH2:49]3)=[O:33])[C@@:13]([C:25]3[CH:26]=[CH:27][C:28]([Cl:31])=[CH:29][CH:30]=3)([CH3:24])[C@@:14]([C:17]3[CH:22]=[CH:21][C:20]([Cl:23])=[CH:19][CH:18]=3)([CH3:16])[N:15]=2)=[C:7]([O:35][CH2:36][CH3:37])[CH:6]=1)([CH3:4])([CH3:3])[CH3:2]. Given the reactants [C:1]([C:5]1[N:10]=[CH:9][C:8]([C:11]2[N:12]([C:32](Cl)=[O:33])[C@@:13]([C:25]3[CH:30]=[CH:29][C:28]([Cl:31])=[CH:27][CH:26]=3)([CH3:24])[C@@:14]([C:17]3[CH:22]=[CH:21][C:20]([Cl:23])=[CH:19][CH:18]=3)([CH3:16])[N:15]=2)=[C:7]([O:35][CH2:36][CH3:37])[CH:6]=1)([CH3:4])([CH3:3])[CH3:2].Cl.Cl.[O:40]=[S:41]1(=[O:53])[CH2:46][CH2:45][CH:44]([N:47]2[CH2:52][CH2:51][NH:50][CH2:49][CH2:48]2)[CH2:43][CH2:42]1, predict the reaction product. (5) Given the reactants [C:1]([O:5][C:6](=[O:31])[NH:7][C:8]1([C:12]2[CH:17]=[CH:16][C:15]([C:18](=O)[C:19]([C:24]3[CH:29]=[CH:28][CH:27]=[CH:26][CH:25]=3)=[CH:20]N(C)C)=[CH:14][CH:13]=2)[CH2:11][CH2:10][CH2:9]1)([CH3:4])([CH3:3])[CH3:2].[NH2:32][C:33]1[CH2:38][CH2:37][CH2:36][C:35](=[O:39])[CH:34]=1, predict the reaction product. The product is: [C:1]([O:5][C:6](=[O:31])[NH:7][C:8]1([C:12]2[CH:13]=[CH:14][C:15]([C:18]3[C:19]([C:24]4[CH:29]=[CH:28][CH:27]=[CH:26][CH:25]=4)=[CH:20][C:34]4[C:35](=[O:39])[CH2:36][CH2:37][CH2:38][C:33]=4[N:32]=3)=[CH:16][CH:17]=2)[CH2:9][CH2:10][CH2:11]1)([CH3:4])([CH3:2])[CH3:3]. (6) Given the reactants [CH3:1][O:2][C:3]1[CH:8]=[CH:7][C:6]([N:9]2[C:18](=[O:19])[C:17]3[C:12](=[CH:13][CH:14]=[CH:15][CH:16]=3)[N:11]=[C:10]2[CH:20]([NH:22]C)[CH3:21])=[CH:5][CH:4]=1.[C:24]([C:28]1[CH:33]=[CH:32][C:31]([S:34](Cl)(=[O:36])=[O:35])=[CH:30][CH:29]=1)([CH3:27])([CH3:26])[CH3:25].[CH2:38](O)C(N)(CO)CO, predict the reaction product. The product is: [C:24]([C:28]1[CH:33]=[CH:32][C:31]([S:34]([NH:22][CH:20]([C:10]2[N:9]([C:6]3[CH:7]=[CH:8][C:3]([O:2][CH3:1])=[CH:4][CH:5]=3)[C:18](=[O:19])[C:17]3[C:12](=[CH:13][CH:14]=[CH:15][CH:16]=3)[N:11]=2)[CH3:21])(=[O:36])=[O:35])=[C:30]([CH3:38])[CH:29]=1)([CH3:27])([CH3:26])[CH3:25]. (7) Given the reactants [Cl:1][C:2]1[CH:7]=[CH:6][C:5]([C:8]2[N:9]([CH:82]([CH3:84])[CH3:83])[C:10]([CH3:81])=[C:11]([S:77]([CH3:80])(=[O:79])=[O:78])[C:12]=2[C:13]2[CH:14]=[C:15]([N:20]3[CH2:25][CH2:24][N:23]([C:26]4[CH:31]=[CH:30][C:29]([NH:32][S:33]([C:36]5[CH:41]=[CH:40][C:39]([NH:42][C@@H:43]([CH2:62][S:63][C:64]6[CH:69]=[CH:68][CH:67]=[CH:66][CH:65]=6)[CH2:44][CH2:45][N:46]6[CH2:51][CH2:50][CH:49]([C:52]([O:54]C(P(=O)(O)O)CC)=[O:53])[CH2:48][CH2:47]6)=[C:38]([S:70]([C:73]([F:76])([F:75])[F:74])(=[O:72])=[O:71])[CH:37]=5)(=[O:35])=[O:34])=[CH:28][CH:27]=4)[CH2:22][CH2:21]3)[CH:16]=[C:17]([F:19])[CH:18]=2)=[CH:4][CH:3]=1.O[CH:86]([CH3:94])[CH2:87][P:88](=[O:93])([O:91]C)[O:89]C, predict the reaction product. The product is: [Cl:1][C:2]1[CH:7]=[CH:6][C:5]([C:8]2[N:9]([CH:82]([CH3:83])[CH3:84])[C:10]([CH3:81])=[C:11]([S:77]([CH3:80])(=[O:78])=[O:79])[C:12]=2[C:13]2[CH:14]=[C:15]([N:20]3[CH2:21][CH2:22][N:23]([C:26]4[CH:27]=[CH:28][C:29]([NH:32][S:33]([C:36]5[CH:41]=[CH:40][C:39]([NH:42][C@@H:43]([CH2:62][S:63][C:64]6[CH:69]=[CH:68][CH:67]=[CH:66][CH:65]=6)[CH2:44][CH2:45][N:46]6[CH2:47][CH2:48][CH:49]([C:52]([O:54][CH2:94][CH2:86][CH2:87][P:88](=[O:89])([OH:93])[OH:91])=[O:53])[CH2:50][CH2:51]6)=[C:38]([S:70]([C:73]([F:74])([F:76])[F:75])(=[O:71])=[O:72])[CH:37]=5)(=[O:35])=[O:34])=[CH:30][CH:31]=4)[CH2:24][CH2:25]3)[CH:16]=[C:17]([F:19])[CH:18]=2)=[CH:4][CH:3]=1. (8) Given the reactants [O:1]=[C:2]1[N:11]([CH2:12][C:13]2[CH:26]=[CH:25][C:16]([C:17]([NH:19][CH2:20][CH2:21][CH2:22][O:23][CH3:24])=[O:18])=[CH:15][CH:14]=2)[C:10](=[O:27])[C:9]2[C:4](=[CH:5][CH:6]=[CH:7][CH:8]=2)[NH:3]1.[CH:28]([C:31]1[CH:38]=[CH:37][C:34]([CH2:35]Br)=[CH:33][CH:32]=1)([CH3:30])[CH3:29].C(=O)([O-])[O-].[K+].[K+], predict the reaction product. The product is: [CH:28]([C:31]1[CH:38]=[CH:37][C:34]([CH2:35][N:3]2[C:4]3[C:9](=[CH:8][CH:7]=[CH:6][CH:5]=3)[C:10](=[O:27])[N:11]([CH2:12][C:13]3[CH:26]=[CH:25][C:16]([C:17]([NH:19][CH2:20][CH2:21][CH2:22][O:23][CH3:24])=[O:18])=[CH:15][CH:14]=3)[C:2]2=[O:1])=[CH:33][CH:32]=1)([CH3:30])[CH3:29]. (9) Given the reactants [NH:1]1[CH:5]=[CH:4][N:3]=[CH:2]1.C(=O)([O-])[O-].[K+].[K+].F[C:13]1[CH:20]=[C:19]([F:21])[CH:18]=[CH:17][C:14]=1[C:15]#[N:16], predict the reaction product. The product is: [F:21][C:19]1[CH:20]=[CH:13][C:14]([C:15]#[N:16])=[C:17]([N:1]2[CH:5]=[CH:4][N:3]=[CH:2]2)[CH:18]=1.